Dataset: Catalyst prediction with 721,799 reactions and 888 catalyst types from USPTO. Task: Predict which catalyst facilitates the given reaction. Reactant: [C:1](Cl)(=[O:3])[CH3:2].[Cl:5][C:6]1[CH:7]=[C:8]([CH:29]=[CH:30][C:31]=1[F:32])[NH:9][C:10]1[C:19]2[C:14](=[CH:15][C:16]([O:27][CH3:28])=[CH:17][C:18]=2[O:20][CH:21]2[CH2:26][CH2:25][NH:24][CH2:23][CH2:22]2)[N:13]=[CH:12][N:11]=1. The catalyst class is: 341. Product: [C:1]([N:24]1[CH2:23][CH2:22][CH:21]([O:20][C:18]2[CH:17]=[C:16]([O:27][CH3:28])[CH:15]=[C:14]3[C:19]=2[C:10]([NH:9][C:8]2[CH:29]=[CH:30][C:31]([F:32])=[C:6]([Cl:5])[CH:7]=2)=[N:11][CH:12]=[N:13]3)[CH2:26][CH2:25]1)(=[O:3])[CH3:2].